Task: Predict the product of the given reaction.. Dataset: Forward reaction prediction with 1.9M reactions from USPTO patents (1976-2016) (1) Given the reactants BrC1C([C@@H](N[C:20](=[O:38])[CH2:21][N:22]2[C:30]3[C:29]([F:32])([F:31])[CH2:28][CH2:27][C:26](F)(F)[C:25]=3[C:24]([CH:35]([F:37])[F:36])=[N:23]2)CC2C=C(F)C=C(F)C=2)=NC=C(Br)C=1.[NH2:39][C@H:40]([C:50]1[C:55]([C:56]2[CH:57]=[CH:58][C:59]([CH3:71])=[C:60]3[C:64]=2[N:63]([CH3:65])[N:62]=[C:61]3[NH:66][S:67]([CH3:70])(=[O:69])=[O:68])=[CH:54][CH:53]=[C:52]([C:72]#[C:73][C:74]([OH:77])([CH3:76])[CH3:75])[N:51]=1)[CH2:41][C:42]1[CH:47]=[C:46]([F:48])[CH:45]=[C:44]([F:49])[CH:43]=1.FC(F)C1C2[C@H]3C[C@H]3C(F)(F)C=2N(CC(O)=O)N=1, predict the reaction product. The product is: [F:37][CH:35]([F:36])[C:24]1[C:25]2[C@H:26]3[CH2:27][C@H:28]3[C:29]([F:31])([F:32])[C:30]=2[N:22]([CH2:21][C:20]([NH:39][C@H:40]([C:50]2[C:55]([C:56]3[CH:57]=[CH:58][C:59]([CH3:71])=[C:60]4[C:64]=3[N:63]([CH3:65])[N:62]=[C:61]4[NH:66][S:67]([CH3:70])(=[O:69])=[O:68])=[CH:54][CH:53]=[C:52]([C:72]#[C:73][C:74]([OH:77])([CH3:75])[CH3:76])[N:51]=2)[CH2:41][C:42]2[CH:43]=[C:44]([F:49])[CH:45]=[C:46]([F:48])[CH:47]=2)=[O:38])[N:23]=1. (2) Given the reactants [Cl:1][C:2]1[CH:7]=[CH:6][C:5]([C@H:8]([NH:11][C@@H:12]([CH3:17])[CH2:13][C:14]([NH2:16])=[O:15])[CH2:9][CH3:10])=[C:4]([F:18])[C:3]=1[C:19]([C:21]1[CH:26]=[CH:25]C(C#N)=[CH:23][CH:22]=1)=[O:20].Cl.CC[O:32][C:33]([CH3:35])=[O:34], predict the reaction product. The product is: [C:14]([CH2:13][C@@H:12]([NH:11][C@@H:8]([C:5]1[C:4]([F:18])=[C:3]([C:19]([C:21]2[CH:26]=[CH:25][C:35]([C:33]([OH:32])=[O:34])=[CH:23][CH:22]=2)=[O:20])[C:2]([Cl:1])=[CH:7][CH:6]=1)[CH2:9][CH3:10])[CH3:17])(=[O:15])[NH2:16]. (3) Given the reactants [CH3:1][O:2][C:3]1[CH:12]=[CH:11][CH:10]=[C:9]2[C:4]=1[CH:5]=[CH:6][C:7]([CH3:13])=[N:8]2.[H][H], predict the reaction product. The product is: [CH3:1][O:2][C:3]1[CH:12]=[CH:11][CH:10]=[C:9]2[C:4]=1[CH2:5][CH2:6][C@H:7]([CH3:13])[NH:8]2. (4) Given the reactants [CH2:1]([N:4]1[C:16]2[CH:15]=[CH:14][CH:13]=[CH:12][C:11]=2[C:10]2[C:5]1=[CH:6][CH:7]=[CH:8][CH:9]=2)[CH:2]=[CH2:3].CC(C)([O-])C.[K+].CS(C)=O, predict the reaction product. The product is: [CH:1]([N:4]1[C:16]2[CH:15]=[CH:14][CH:13]=[CH:12][C:11]=2[C:10]2[C:5]1=[CH:6][CH:7]=[CH:8][CH:9]=2)=[CH:2][CH3:3]. (5) Given the reactants [NH2:1][CH2:2][C:3]1[CH:4]=[C:5]([C:12]2[NH:16][C:15](=[O:17])[N:14]([C:18]3[CH:23]=[CH:22][C:21]([C:24]([F:27])([F:26])[F:25])=[CH:20][CH:19]=3)[N:13]=2)[C:6]([CH:9]([F:11])[F:10])=[N:7][CH:8]=1.[C:28](Cl)(=[O:33])[C:29]([CH3:32])([CH3:31])[CH3:30], predict the reaction product. The product is: [F:10][CH:9]([F:11])[C:6]1[N:7]=[CH:8][C:3]([CH2:2][NH:1][C:28](=[O:33])[C:29]([CH3:32])([CH3:31])[CH3:30])=[CH:4][C:5]=1[C:12]1[NH:16][C:15](=[O:17])[N:14]([C:18]2[CH:23]=[CH:22][C:21]([C:24]([F:26])([F:25])[F:27])=[CH:20][CH:19]=2)[N:13]=1. (6) Given the reactants [F:1][C:2]1[CH:3]=[C:4]2[C:8](=[CH:9][CH:10]=1)[NH:7][C:6](=[O:11])[CH2:5]2.C[Si]([N-][Si](C)(C)C)(C)C.[Li+].OC1CCNC([CH2:29][C:30]2[N:35]=[C:34]3[CH2:36][O:37][C:38](=O)[C:33]3=[CH:32][CH:31]=2)C1.Cl.[C:41]([O-:44])(O)=O.[Na+], predict the reaction product. The product is: [F:1][C:2]1[CH:3]=[C:4]2[C:8](=[CH:9][CH:10]=1)[NH:7][C:6](=[O:11])[C:5]2=[C:38]1[C:33]2[C:34](=[N:35][C:30]([CH2:29][N:7]3[CH2:6][CH2:5][CH2:4][CH:41]([OH:44])[CH2:8]3)=[CH:31][CH:32]=2)[CH2:36][O:37]1. (7) The product is: [N:29]1([CH2:35][CH2:36][O:37][C:2]2[CH:7]=[C:6]([O:8][C:9]3[CH:14]=[CH:13][C:12]([NH:15][C:16]4[CH:21]=[C:20]([C:22]5[CH:27]=[CH:26][CH:25]=[CH:24][CH:23]=5)[N:19]=[C:18]([NH2:28])[N:17]=4)=[CH:11][CH:10]=3)[CH:5]=[CH:4][N:3]=2)[CH2:34][CH2:33][O:32][CH2:31][CH2:30]1. Given the reactants Cl[C:2]1[CH:7]=[C:6]([O:8][C:9]2[CH:14]=[CH:13][C:12]([NH:15][C:16]3[CH:21]=[C:20]([C:22]4[CH:27]=[CH:26][CH:25]=[CH:24][CH:23]=4)[N:19]=[C:18]([NH2:28])[N:17]=3)=[CH:11][CH:10]=2)[CH:5]=[CH:4][N:3]=1.[N:29]1([CH2:35][CH2:36][OH:37])[CH2:34][CH2:33][O:32][CH2:31][CH2:30]1.[OH-].[K+].C1OCCOCCOCCOCCOCCOC1, predict the reaction product. (8) Given the reactants [C:1]([O:5][C:6]([N:8]([C:13]1[CH:32]=[CH:31][C:16]([C:17]([O:19][CH2:20][C:21]([O:23]CC2C=CC=CC=2)=[O:22])=[O:18])=[CH:15][C:14]=1[O:33][CH2:34][CH:35]1[CH2:37][CH2:36]1)[S:9]([CH3:12])(=[O:11])=[O:10])=[O:7])([CH3:4])([CH3:3])[CH3:2].CO, predict the reaction product. The product is: [C:1]([O:5][C:6]([N:8]([C:13]1[CH:32]=[CH:31][C:16]([C:17]([O:19][CH2:20][C:21]([OH:23])=[O:22])=[O:18])=[CH:15][C:14]=1[O:33][CH2:34][CH:35]1[CH2:36][CH2:37]1)[S:9]([CH3:12])(=[O:11])=[O:10])=[O:7])([CH3:4])([CH3:2])[CH3:3]. (9) Given the reactants Br[C:2]1[C:3]([NH:8][C:9]2[CH:14]=[CH:13][CH:12]=[CH:11][C:10]=2[O:15][CH3:16])=[N:4][CH:5]=[CH:6][CH:7]=1.C1(P(C2CCCCC2)C2C=CC=CC=2C2C=CC=CC=2)CCCCC1.CN(C)C(=O)C.C1CCN2C(=NCCC2)CC1, predict the reaction product. The product is: [CH3:16][O:15][C:10]1[CH:11]=[CH:12][CH:13]=[C:14]2[C:9]=1[NH:8][C:3]1[N:4]=[CH:5][CH:6]=[CH:7][C:2]2=1.